Dataset: Forward reaction prediction with 1.9M reactions from USPTO patents (1976-2016). Task: Predict the product of the given reaction. (1) Given the reactants C([O:4][C:5]1[C:12]([O:13][CH3:14])=[CH:11][C:8]([CH:9]=[O:10])=[C:7](Br)[CH:6]=1)(=O)C.[B:16]1([B:16]2[O:20][C:19]([CH3:22])([CH3:21])[C:18]([CH3:24])([CH3:23])[O:17]2)[O:20][C:19]([CH3:22])([CH3:21])[C:18]([CH3:24])([CH3:23])[O:17]1.CC([O-])=O.[K+].CCOC(C)=O, predict the reaction product. The product is: [OH:4][C:5]1[C:12]([O:13][CH3:14])=[CH:11][C:8]([CH:9]=[O:10])=[C:7]([B:16]2[O:20][C:19]([CH3:22])([CH3:21])[C:18]([CH3:24])([CH3:23])[O:17]2)[CH:6]=1. (2) The product is: [CH3:17][N:15]([CH3:16])[CH2:14][C@H:2]([NH:1][S:29]([C:26]1[CH:27]=[CH:28][C:23]([CH2:18][CH2:19][CH2:20][CH2:21][CH3:22])=[CH:24][CH:25]=1)(=[O:31])=[O:30])[CH2:3][C:4]([O:6][CH2:7][C:8]1[CH:13]=[CH:12][CH:11]=[CH:10][CH:9]=1)=[O:5]. Given the reactants [NH2:1][C@@H:2]([CH2:14][N:15]([CH3:17])[CH3:16])[CH2:3][C:4]([O:6][CH2:7][C:8]1[CH:13]=[CH:12][CH:11]=[CH:10][CH:9]=1)=[O:5].[CH2:18]([C:23]1[CH:28]=[CH:27][C:26]([S:29](Cl)(=[O:31])=[O:30])=[CH:25][CH:24]=1)[CH2:19][CH2:20][CH2:21][CH3:22], predict the reaction product. (3) Given the reactants [CH:1]1([CH:7]2[CH2:11][CH2:10][N:9](CC3C=CC(OC)=CC=3)[C:8]2=[O:21])[CH2:6][CH2:5][CH2:4][CH2:3][CH2:2]1.[N+]([O-])([O-])=O.[Ce+4].[NH4+].[NH4+].[N+]([O-])([O-])=O.[N+]([O-])([O-])=O.[N+]([O-])([O-])=O.[N+]([O-])([O-])=O.[N+]([O-])([O-])=O.C(#N)C, predict the reaction product. The product is: [CH:1]1([CH:7]2[CH2:11][CH2:10][NH:9][C:8]2=[O:21])[CH2:2][CH2:3][CH2:4][CH2:5][CH2:6]1. (4) Given the reactants [F:1][C:2]1[N:10]=[C:9]([F:11])[CH:8]=[CH:7][C:3]=1[C:4]([OH:6])=[O:5].CO.S(=O)(=O)(O)O.[C:19](=O)([O-])[O-].[K+].[K+], predict the reaction product. The product is: [CH3:19][O:5][C:4](=[O:6])[C:3]1[CH:7]=[CH:8][C:9]([F:11])=[N:10][C:2]=1[F:1]. (5) Given the reactants [NH2:1][CH2:2][C:3]1[CH:4]=[N:5][C:6]2[C:11]([CH:12]=1)=[CH:10][CH:9]=[CH:8][CH:7]=2.[F:13][B-:14]([F:17])([F:16])[F:15].[C:18]1([C:24]2[CH:29]=[C:28]([C:30]3[CH:35]=[CH:34][CH:33]=[CH:32][CH:31]=3)[CH:27]=[C:26]([C:36]3[CH:41]=[CH:40][CH:39]=[CH:38][CH:37]=3)[O+]=2)[CH:23]=[CH:22][CH:21]=[CH:20][CH:19]=1, predict the reaction product. The product is: [F:13][B-:14]([F:17])([F:16])[F:15].[N:5]1[C:6]2[C:11](=[CH:10][CH:9]=[CH:8][CH:7]=2)[CH:12]=[C:3]([CH2:2][N+:1]2[C:26]([C:36]3[CH:41]=[CH:40][CH:39]=[CH:38][CH:37]=3)=[CH:27][C:28]([C:30]3[CH:31]=[CH:32][CH:33]=[CH:34][CH:35]=3)=[CH:29][C:24]=2[C:18]2[CH:23]=[CH:22][CH:21]=[CH:20][CH:19]=2)[CH:4]=1. (6) Given the reactants [CH3:1][O:2][CH2:3][O:4][C:5]1[CH:10]=[CH:9][CH:8]=[CH:7][C:6]=1[CH:11]=[CH2:12].[OH-].[Na+].O.[CH:16]([Cl:19])(Cl)[Cl:17], predict the reaction product. The product is: [Cl:17][C:16]1([Cl:19])[CH2:12][CH:11]1[C:6]1[CH:7]=[CH:8][CH:9]=[CH:10][C:5]=1[O:4][CH2:3][O:2][CH3:1].